This data is from Forward reaction prediction with 1.9M reactions from USPTO patents (1976-2016). The task is: Predict the product of the given reaction. Given the reactants Cl.[CH3:2][C:3]1[C:7]2[N:8]=[C:9]([C:18]3[CH:19]=[N:20][C:21]([NH2:24])=[N:22][CH:23]=3)[N:10]=[C:11]([N:12]3[CH2:17][CH2:16][O:15][CH2:14][CH2:13]3)[C:6]=2[S:5][C:4]=1[CH2:25][N:26]1[CH2:31][CH2:30][NH:29][CH2:28][CH2:27]1.C(OC([NH:39][C:40]([CH3:45])([CH3:44])[C:41](O)=[O:42])=O)(C)(C)C.C(O)(C(F)(F)F)=O, predict the reaction product. The product is: [NH2:39][C:40]([CH3:45])([CH3:44])[C:41]([N:29]1[CH2:30][CH2:31][N:26]([CH2:25][C:4]2[S:5][C:6]3[C:11]([N:12]4[CH2:13][CH2:14][O:15][CH2:16][CH2:17]4)=[N:10][C:9]([C:18]4[CH:19]=[N:20][C:21]([NH2:24])=[N:22][CH:23]=4)=[N:8][C:7]=3[C:3]=2[CH3:2])[CH2:27][CH2:28]1)=[O:42].